Dataset: Reaction yield outcomes from USPTO patents with 853,638 reactions. Task: Predict the reaction yield, written as a fraction of the theoretical maximum amount of product (1.0 means a 100% yield; for example, 0.34 means a 34% yield). The reactants are [Cl:1][C:2]1[C:10](F)=[CH:9][C:5]([C:6]([OH:8])=[O:7])=[C:4]([F:12])[CH:3]=1.[CH3:13][OH:14].[H-].[Na+].Cl. The catalyst is CN(C=O)C. The product is [Cl:1][C:2]1[C:10]([O:14][CH3:13])=[CH:9][C:5]([C:6]([OH:8])=[O:7])=[C:4]([F:12])[CH:3]=1. The yield is 0.930.